This data is from Forward reaction prediction with 1.9M reactions from USPTO patents (1976-2016). The task is: Predict the product of the given reaction. (1) Given the reactants CCN(C(C)C)C(C)C.[OH:10][C:11]1[C:12]([CH3:17])=[N:13][CH:14]=[CH:15][CH:16]=1.[CH3:18][O:19]CCl.CN(CCN(C)C)C.[Li]CCCC.Cl, predict the reaction product. The product is: [OH:10][C:11]1[C:12]([CH3:17])=[N:13][CH:14]=[CH:15][C:16]=1[CH:18]=[O:19]. (2) The product is: [CH2:1]([O:3][C@@H:4]([CH2:10][C:11]1[CH:12]=[CH:13][C:14]([O:17][CH2:36][CH2:35][C:26]2[N:27]=[C:28]([C:30]3[S:31][CH:32]=[CH:33][CH:34]=3)[O:29][C:25]=2[CH3:24])=[CH:15][CH:16]=1)[C:5]([O:7][CH2:8][CH3:9])=[O:6])[CH3:2]. Given the reactants [CH2:1]([O:3][C@@H:4]([CH2:10][C:11]1[CH:16]=[CH:15][C:14]([OH:17])=[CH:13][CH:12]=1)[C:5]([O:7][CH2:8][CH3:9])=[O:6])[CH3:2].C(=O)([O-])[O-].[K+].[K+].[CH3:24][C:25]1[O:29][C:28]([C:30]2[S:31][CH:32]=[CH:33][CH:34]=2)=[N:27][C:26]=1[CH2:35][CH2:36]S(OC)(=O)=O.O, predict the reaction product. (3) Given the reactants [CH2:1]([N:8]1[C:17]2[C:12](=[N:13][CH:14]=[C:15]([Br:18])[CH:16]=2)[CH2:11][CH2:10][C:9]1=[O:19])[C:2]1[CH:7]=[CH:6][CH:5]=[CH:4][CH:3]=1.C[Si](C)(C)N[Si](C)(C)C.[Li].Cl[C:31]([O:33][CH3:34])=[O:32], predict the reaction product. The product is: [CH2:1]([N:8]1[C:17]2[C:12](=[N:13][CH:14]=[C:15]([Br:18])[CH:16]=2)[CH2:11][CH:10]([C:31]([O:33][CH3:34])=[O:32])[C:9]1=[O:19])[C:2]1[CH:3]=[CH:4][CH:5]=[CH:6][CH:7]=1. (4) Given the reactants [NH2:1][C:2]1[N:7]=[C:6]([N:8]2[C@H:13]([CH3:14])[CH2:12][CH2:11][C@H:10]([C:15](O)=[O:16])[CH2:9]2)[CH:5]=[C:4]([C:18]2[CH:23]=[CH:22][C:21]([C:24]#[N:25])=[C:20]([F:26])[CH:19]=2)[N:3]=1.CN(C(ON1N=NC2C=CC=NC1=2)=[N+](C)C)C.F[P-](F)(F)(F)(F)F.CCN(C(C)C)C(C)C.[CH3:60][O:61][C:62]1[CH:63]=[C:64]([CH2:68][NH2:69])[CH:65]=[CH:66][CH:67]=1, predict the reaction product. The product is: [NH2:1][C:2]1[N:7]=[C:6]([N:8]2[C@H:13]([CH3:14])[CH2:12][CH2:11][C@H:10]([C:15]([NH:69][CH2:68][C:64]3[CH:65]=[CH:66][CH:67]=[C:62]([O:61][CH3:60])[CH:63]=3)=[O:16])[CH2:9]2)[CH:5]=[C:4]([C:18]2[CH:23]=[CH:22][C:21]([C:24]#[N:25])=[C:20]([F:26])[CH:19]=2)[N:3]=1. (5) Given the reactants [Cl:1][C:2]1[CH:7]=[CH:6][C:5]([C:8](=[O:20])[C:9]2[CH:14]=[CH:13][C:12]([S:15]C(Cl)(Cl)Cl)=[CH:11][CH:10]=2)=[CH:4][CH:3]=1, predict the reaction product. The product is: [Cl:1][C:2]1[CH:3]=[CH:4][C:5]([C:8](=[O:20])[C:9]2[CH:14]=[CH:13][C:12]([SH:15])=[CH:11][CH:10]=2)=[CH:6][CH:7]=1. (6) Given the reactants C([O:3][C:4](=[O:34])[CH2:5][O:6][C:7]1[CH:16]=[CH:15][C:14]2[C:9](=[CH:10][CH:11]=[C:12]([C:17]3[O:18][C:19]4[CH:31]=[CH:30][C:29]([Cl:32])=[CH:28][C:20]=4[C:21]=3[C:22](=[O:27])[CH2:23][CH2:24][CH2:25][CH3:26])[CH:13]=2)[C:8]=1[Br:33])C.[OH-].[K+], predict the reaction product. The product is: [Br:33][C:8]1[C:9]2[C:14](=[CH:13][C:12]([C:17]3[O:18][C:19]4[CH:31]=[CH:30][C:29]([Cl:32])=[CH:28][C:20]=4[C:21]=3[C:22](=[O:27])[CH2:23][CH2:24][CH2:25][CH3:26])=[CH:11][CH:10]=2)[CH:15]=[CH:16][C:7]=1[O:6][CH2:5][C:4]([OH:34])=[O:3]. (7) Given the reactants [CH3:1][C:2]([NH:7][C:8](=[O:35])[C:9]1[C:10](=[CH:30][CH:31]=[CH:32][C:33]=1[I:34])[C:11]([NH:13][C:14]1[CH:19]=[CH:18][C:17]([CH:20]([C:25]([F:28])([F:27])[F:26])[C:21]([F:24])([F:23])[F:22])=[CH:16][C:15]=1[CH3:29])=[O:12])([CH3:6])[CH2:3][S:4][CH3:5].ClC1C=CC=C(C(OO)=[O:44])C=1, predict the reaction product. The product is: [CH3:6][C:2]([NH:7][C:8](=[O:35])[C:9]1[C:10](=[CH:30][CH:31]=[CH:32][C:33]=1[I:34])[C:11]([NH:13][C:14]1[CH:19]=[CH:18][C:17]([CH:20]([C:21]([F:23])([F:22])[F:24])[C:25]([F:28])([F:26])[F:27])=[CH:16][C:15]=1[CH3:29])=[O:12])([CH3:1])[CH2:3][S:4]([CH3:5])=[O:44]. (8) Given the reactants C[C@H]1N(C)CCN(C2C=CC(NC3C(=O)N(C)C=C(C4C(CO)=C(N5CCN6C7CCCCC=7C=C6C5=O)C=C(F)C=4)C=3)=NC=2)C1.C([O:50][CH2:51][C:52]1[C:57]([N:58]2[CH2:70][CH2:69][N:61]3[C:62]4[CH2:63][CH2:64][CH2:65][CH2:66][C:67]=4[CH:68]=[C:60]3[C:59]2=[O:71])=[CH:56][C:55]([F:72])=[CH:54][C:53]=1[C:73]1[CH:78]=[C:77]([NH:79][C:80]2[CH:85]=[CH:84][C:83]([N:86]3[CH2:91][CH2:90][N:89]([CH3:92])[CH2:88][C@H:87]3[CH3:93])=[CH:82][N:81]=2)[C:76](=[O:94])[N:75]([CH3:95])[CH:74]=1)(=O)C.[OH-].[Li+], predict the reaction product. The product is: [CH3:93][C@@H:87]1[CH2:88][N:89]([CH3:92])[CH2:90][CH2:91][N:86]1[C:83]1[CH:84]=[CH:85][C:80]([NH:79][C:77]2[C:76](=[O:94])[N:75]([CH3:95])[CH:74]=[C:73]([C:53]3[C:52]([CH2:51][OH:50])=[C:57]([N:58]4[CH2:70][CH2:69][N:61]5[C:62]6[CH2:63][CH2:64][CH2:65][CH2:66][C:67]=6[CH:68]=[C:60]5[C:59]4=[O:71])[CH:56]=[C:55]([F:72])[CH:54]=3)[CH:78]=2)=[N:81][CH:82]=1. (9) Given the reactants C(OC(=O)[NH:7][C@H:8]([C:12](=[O:16])[NH:13][O:14][CH3:15])[CH:9]([CH3:11])[CH3:10])(C)(C)C.S(=O)(=O)(O)O, predict the reaction product. The product is: [NH2:7][C@@H:8]([CH:9]([CH3:11])[CH3:10])[C:12]([NH:13][O:14][CH3:15])=[O:16]. (10) Given the reactants [F:1][C:2]([F:24])([F:23])[C:3]1[CH:4]=[C:5]([C:13]2[N:17]=[CH:16][N:15](/[CH:18]=[CH:19]\[C:20]([OH:22])=O)[N:14]=2)[CH:6]=[C:7]([C:9]([F:12])([F:11])[F:10])[CH:8]=1.[CH3:25][N:26]([C:28]1[CH:29]=[N:30][CH:31]=[CH:32][CH:33]=1)[NH2:27].C(P1(=O)OP(CCC)(=O)OP(CCC)(=O)O1)CC.CCN(C(C)C)C(C)C, predict the reaction product. The product is: [F:11][C:9]([F:12])([F:10])[C:7]1[CH:6]=[C:5]([C:13]2[N:17]=[CH:16][N:15](/[CH:18]=[CH:19]\[C:20]([NH:27][N:26]([CH3:25])[C:28]3[CH:29]=[N:30][CH:31]=[CH:32][CH:33]=3)=[O:22])[N:14]=2)[CH:4]=[C:3]([C:2]([F:24])([F:23])[F:1])[CH:8]=1.